Task: Predict the reaction yield, written as a fraction of the theoretical maximum amount of product (1.0 means a 100% yield; for example, 0.34 means a 34% yield).. Dataset: Reaction yield outcomes from USPTO patents with 853,638 reactions (1) The reactants are [C:1]([C:5]1[CH:10]=[CH:9][C:8]([C:11]2[N:15]=[C:14]([C:16]3[S:17][C:18]([C:27]([F:30])([F:29])[F:28])=[C:19]([C:21]4[CH:26]=[CH:25][CH:24]=[CH:23][CH:22]=4)[CH:20]=3)[O:13][N:12]=2)=[CH:7][CH:6]=1)(OC)=[O:2].CC(C[AlH]CC(C)C)C. The catalyst is C(Cl)Cl. The product is [OH:2][CH2:1][C:5]1[CH:10]=[CH:9][C:8]([C:11]2[N:15]=[C:14]([C:16]3[S:17][C:18]([C:27]([F:30])([F:29])[F:28])=[C:19]([C:21]4[CH:26]=[CH:25][CH:24]=[CH:23][CH:22]=4)[CH:20]=3)[O:13][N:12]=2)=[CH:7][CH:6]=1. The yield is 0.890. (2) The reactants are [CH:1]1([CH2:7][CH2:8][CH2:9][C@@H:10]([C:19]([NH:21][C@@H:22]([CH2:28][OH:29])[C:23]([O:25][CH2:26][CH3:27])=[O:24])=O)[CH2:11][C:12]([O:14][C:15]([CH3:18])([CH3:17])[CH3:16])=[O:13])[CH2:6][CH2:5][CH2:4][CH2:3][CH2:2]1.CC[N+](S(N=C(OC)[O-])(=O)=O)(CC)CC. The catalyst is C1COCC1. The product is [C:15]([O:14][C:12](=[O:13])[CH2:11][C@H:10]([C:19]1[O:29][CH2:28][C@@H:22]([C:23]([O:25][CH2:26][CH3:27])=[O:24])[N:21]=1)[CH2:9][CH2:8][CH2:7][CH:1]1[CH2:2][CH2:3][CH2:4][CH2:5][CH2:6]1)([CH3:16])([CH3:18])[CH3:17]. The yield is 0.970. (3) The reactants are Cl[C:2]1[N:3]=[CH:4][C:5]2[N:10]=[C:9]([NH:11]C(=O)OCC)[S:8][C:6]=2[N:7]=1.[CH3:17][O-:18].[Na+].O. The catalyst is CO. The product is [CH3:17][O:18][C:2]1[N:3]=[CH:4][C:5]2[N:10]=[C:9]([NH2:11])[S:8][C:6]=2[N:7]=1. The yield is 0.820. (4) The reactants are Br[C:2]1[C:10]2[C:5](=[N:6][CH:7]=[CH:8][N:9]=2)[S:4][C:3]=1[C:11]([NH:13][C:14]1[CH:19]=[C:18]([NH:20][C:21](=[O:33])[C:22]2[CH:27]=[CH:26][CH:25]=[C:24]([C:28]([C:31]#[N:32])([CH3:30])[CH3:29])[CH:23]=2)[CH:17]=[CH:16][C:15]=1[CH3:34])=[O:12].Cl[CH2:36]Cl.[Cl-].C[Zn+].O. The product is [C:31]([C:28]([C:24]1[CH:23]=[C:22]([CH:27]=[CH:26][CH:25]=1)[C:21]([NH:20][C:18]1[CH:17]=[CH:16][C:15]([CH3:34])=[C:14]([NH:13][C:11]([C:3]2[S:4][C:5]3=[N:6][CH:7]=[CH:8][N:9]=[C:10]3[C:2]=2[CH3:36])=[O:12])[CH:19]=1)=[O:33])([CH3:30])[CH3:29])#[N:32]. The catalyst is C1COCC1.[Pd](Cl)Cl.C1(P(C2C=CC=CC=2)[C-]2C=CC=C2)C=CC=CC=1.[C-]1(P(C2C=CC=CC=2)C2C=CC=CC=2)C=CC=C1.[Fe+2]. The yield is 0.220. (5) The reactants are [N:1]1[C:10]2[C:5](=[N:6][CH:7]=[CH:8][CH:9]=2)[CH:4]=[CH:3][CH:2]=1.C([O-])(=O)C.[Na+].[Br:16]Br. The catalyst is C(O)(=O)C. The product is [Br:16][C:3]1[CH:2]=[N:1][C:10]2[C:5]([CH:4]=1)=[N:6][CH:7]=[CH:8][CH:9]=2. The yield is 0.450. (6) The reactants are [Br:1][C:2]1[CH:7]=[CH:6][C:5]([SH:8])=[C:4]([O:9][C:10]([F:13])([F:12])[F:11])[CH:3]=1.[H-].[Na+]. The catalyst is CN(C=O)C. The product is [Br:1][C:2]1[CH:7]=[CH:6][C:5]([S:8][C:10]([F:13])([F:12])[F:11])=[C:4]([O:9][C:10]([F:11])([F:13])[F:12])[CH:3]=1. The yield is 0.510.